Task: Predict the product of the given reaction.. Dataset: Forward reaction prediction with 1.9M reactions from USPTO patents (1976-2016) (1) Given the reactants [CH2:1]([O:8][C:9]([N:11]1[CH:15]([C:16]([OH:18])=O)[CH2:14][S:13][C@@H:12]1[C:19]1[O:23][CH:22]=[N:21][CH:20]=1)=[O:10])[C:2]1[CH:7]=[CH:6][CH:5]=[CH:4][CH:3]=1.CCN(C(C)C)C(C)C.CN(C(ON1N=NC2C=CC=NC1=2)=[N+](C)C)C.F[P-](F)(F)(F)(F)F.[NH2:57][C:58]1[S:59][CH:60]=[C:61]([C:63]2[CH:74]=[CH:73][C:66]([C:67]([NH:69][CH:70]3[CH2:72][CH2:71]3)=[O:68])=[CH:65][CH:64]=2)[N:62]=1, predict the reaction product. The product is: [CH2:1]([O:8][C:9]([N:11]1[CH:15]([C:16](=[O:18])[NH:57][C:58]2[S:59][CH:60]=[C:61]([C:63]3[CH:64]=[CH:65][C:66]([C:67](=[O:68])[NH:69][CH:70]4[CH2:72][CH2:71]4)=[CH:73][CH:74]=3)[N:62]=2)[CH2:14][S:13][C@@H:12]1[C:19]1[O:23][CH:22]=[N:21][CH:20]=1)=[O:10])[C:2]1[CH:3]=[CH:4][CH:5]=[CH:6][CH:7]=1. (2) Given the reactants [CH3:1][CH:2]([S:4]([NH:7][CH:8]1[C:12]([C:13]2[CH:22]=[CH:21][C:16]([O:17][CH2:18][C:19]#[N:20])=[CH:15][CH:14]=2)=[CH:11][CH2:10][CH2:9]1)(=[O:6])=[O:5])[CH3:3].COCCO[AlH2-]OCCOC.[Na+].O, predict the reaction product. The product is: [NH2:20][CH2:19][CH2:18][O:17][C:16]1[CH:15]=[CH:14][C:13]([C:12]2[CH:8]([NH:7][S:4]([CH:2]([CH3:3])[CH3:1])(=[O:6])=[O:5])[CH2:9][CH2:10][CH:11]=2)=[CH:22][CH:21]=1.